This data is from Catalyst prediction with 721,799 reactions and 888 catalyst types from USPTO. The task is: Predict which catalyst facilitates the given reaction. (1) Reactant: [CH3:1][CH:2]([CH3:21])[CH2:3][CH2:4][NH:5][C:6]([C:8]1[S:12][C:11]([N:13]2[CH2:20][C:19]3[CH2:18][NH:17][CH2:16][C:15]=3[CH2:14]2)=[N:10][CH:9]=1)=[O:7].FC(F)(F)C([O-])=O.C(N(CC)CC)C.[F:36][C:37]([F:48])([F:47])[C:38]1[CH:46]=[CH:45][CH:44]=[CH:43][C:39]=1[C:40](Cl)=[O:41]. Product: [CH3:1][CH:2]([CH3:21])[CH2:3][CH2:4][NH:5][C:6]([C:8]1[S:12][C:11]([N:13]2[CH2:14][C:15]3[CH2:16][N:17]([C:40](=[O:41])[C:39]4[CH:43]=[CH:44][CH:45]=[CH:46][C:38]=4[C:37]([F:36])([F:47])[F:48])[CH2:18][C:19]=3[CH2:20]2)=[N:10][CH:9]=1)=[O:7]. The catalyst class is: 3. (2) Reactant: [CH3:1][C:2]1[CH:3]=[CH:4][C:5]([S:9][C:10]2[CH:11]=[CH:12][CH:13]=[CH:14][C:15]=2[N:16]2[CH2:21][CH2:20][NH:19][CH2:18][CH2:17]2)=[C:6]([CH3:8])[CH:7]=1.[C:22]([OH:27])(=[O:26])[C:23]([OH:25])=[O:24]. The catalyst class is: 480. Product: [CH3:1][C:2]1[CH:3]=[CH:4][C:5]([S:9][C:10]2[CH:11]=[CH:12][CH:13]=[CH:14][C:15]=2[N:16]2[CH2:17][CH2:18][NH:19][CH2:20][CH2:21]2)=[C:6]([CH3:8])[CH:7]=1.[C:22]([O-:27])(=[O:26])[C:23]([O-:25])=[O:24]. (3) Reactant: [C:1]([C:4]([C:14](=[O:16])[CH3:15])=[CH:5][C:6]1[CH:13]=[CH:12][C:9]([C:10]#[N:11])=[CH:8][CH:7]=1)(=O)[CH3:2].[NH2:17][C:18]1[CH:23]=[CH:22][NH:21][C:20](=[O:24])[CH:19]=1. Product: [C:14]([C:4]1[CH:5]([C:6]2[CH:13]=[CH:12][C:9]([C:10]#[N:11])=[CH:8][CH:7]=2)[C:19]2[C:20](=[O:24])[NH:21][CH:22]=[CH:23][C:18]=2[NH:17][C:1]=1[CH3:2])(=[O:16])[CH3:15]. The catalyst class is: 32. (4) Product: [N:25]([CH2:2][C@H:3]([NH:17][C:18](=[O:24])[O:19][C:20]([CH3:23])([CH3:22])[CH3:21])[C:4]1[CH:9]=[CH:8][C:7]([O:10][CH2:11][CH:12]([CH3:16])[CH2:13][CH2:14][CH3:15])=[CH:6][CH:5]=1)=[N+:26]=[N-:27]. The catalyst class is: 9. Reactant: Br[CH2:2][C@H:3]([NH:17][C:18](=[O:24])[O:19][C:20]([CH3:23])([CH3:22])[CH3:21])[C:4]1[CH:9]=[CH:8][C:7]([O:10][CH2:11][CH:12]([CH3:16])[CH2:13][CH2:14][CH3:15])=[CH:6][CH:5]=1.[N-:25]=[N+:26]=[N-:27].[Na+]. (5) Reactant: [Si]([O:8][C:9]1[CH:14]=[C:13]([CH:15]([CH3:17])[CH3:16])[CH:12]=[CH:11][C:10]=1[C:18]1([O:29][CH3:30])[C:26](=[O:27])[C:25]2[C:20](=[CH:21][CH:22]=[CH:23][CH:24]=2)[C:19]1=[O:28])(C(C)(C)C)(C)C. Product: [OH:8][C:9]1[CH:14]=[C:13]([CH:15]([CH3:17])[CH3:16])[CH:12]=[CH:11][C:10]=1[C:18]1([O:29][CH3:30])[C:19](=[O:28])[C:20]2[C:25](=[CH:24][CH:23]=[CH:22][CH:21]=2)[C:26]1=[O:27]. The catalyst class is: 1. (6) Reactant: [Br:1][C:2]1[CH:21]=[CH:20][C:19]([F:22])=[CH:18][C:3]=1[O:4][CH:5]1[CH2:8][N:7]([C:9]2[N:10]=[CH:11][C:12]([C:15]([NH2:17])=O)=[N:13][CH:14]=2)[CH2:6]1.C(N(CC)CC)C.C(OC(C(F)(F)F)=O)(C(F)(F)F)=O. Product: [Br:1][C:2]1[CH:21]=[CH:20][C:19]([F:22])=[CH:18][C:3]=1[O:4][CH:5]1[CH2:8][N:7]([C:9]2[N:10]=[CH:11][C:12]([C:15]#[N:17])=[N:13][CH:14]=2)[CH2:6]1. The catalyst class is: 1.